This data is from Reaction yield outcomes from USPTO patents with 853,638 reactions. The task is: Predict the reaction yield, written as a fraction of the theoretical maximum amount of product (1.0 means a 100% yield; for example, 0.34 means a 34% yield). (1) The product is [CH3:21][S:19][C:18]1[N:17]=[N:16][C:5]([C:7]2[CH:12]=[CH:11][CH:10]=[CH:9][CH:8]=2)=[CH:4][N:20]=1. The catalyst is C(O)C. The reactants are C(O[CH:4](OCC)[C:5]([C:7]1[CH:12]=[CH:11][CH:10]=[CH:9][CH:8]=1)=O)C.[NH2:16][NH:17][C:18]([NH2:20])=[S:19].[C:21]1(C)C=CC(S(O)(=O)=O)=CC=1.CI. The yield is 0.355. (2) The reactants are O.[Cl:2][C:3]1[CH:4]=[C:5]([CH:10]2[CH2:14][CH2:13][NH:12][CH2:11]2)[CH:6]=[C:7]([Cl:9])[CH:8]=1.[OH:15][C@H:16]([C:20]1[CH:25]=[CH:24][CH:23]=[CH:22][CH:21]=1)[C:17]([OH:19])=[O:18]. The catalyst is CC(O)C. The product is [OH:15][C@H:16]([C:20]1[CH:25]=[CH:24][CH:23]=[CH:22][CH:21]=1)[C:17]([OH:19])=[O:18].[Cl:2][C:3]1[CH:4]=[C:5]([C@H:10]2[CH2:14][CH2:13][NH:12][CH2:11]2)[CH:6]=[C:7]([Cl:9])[CH:8]=1. The yield is 0.180. (3) The reactants are [SH:1][CH2:2][CH2:3][CH2:4][CH2:5][CH2:6][CH2:7][CH2:8][CH2:9][CH2:10][CH2:11][CH2:12][O:13][CH2:14][CH2:15][O:16][CH2:17][CH2:18][O:19][CH2:20][CH2:21][OH:22].[OH-:23].[Na+].II.C(Cl)Cl. The catalyst is C1COCC1. The product is [OH:22][CH2:21][CH2:20][O:19][CH2:18][CH2:17][O:16][CH2:15][CH2:14][O:13][CH2:12][CH2:11][CH2:10][CH2:9][CH2:8][CH2:7][CH2:6][CH2:5][CH2:4][CH2:3][CH2:2][S:1][S:1][CH2:2][CH2:3][CH2:4][CH2:5][CH2:6][CH2:7][CH2:8][CH2:9][CH2:10][CH2:11][CH2:12][O:23][CH2:14][CH2:15][O:16][CH2:17][CH2:18][O:19][CH2:20][CH2:21][OH:22]. The yield is 0.540. (4) The reactants are Br[C:2]1[CH:3]=[C:4]([N:8]2[CH2:13][CH2:12][N:11]([C:14]([O:16][C:17]([CH3:20])([CH3:19])[CH3:18])=[O:15])[CH2:10][CH2:9]2)[CH:5]=[N:6][CH:7]=1.[C:21]1(OB(O)O)[CH:26]=[CH:25][CH:24]=[CH:23][CH:22]=1.C(=O)([O-])[O-].[Na+].[Na+]. The catalyst is COCCOC.O. The product is [C:21]1([C:2]2[CH:3]=[C:4]([N:8]3[CH2:13][CH2:12][N:11]([C:14]([O:16][C:17]([CH3:20])([CH3:19])[CH3:18])=[O:15])[CH2:10][CH2:9]3)[CH:5]=[N:6][CH:7]=2)[CH:26]=[CH:25][CH:24]=[CH:23][CH:22]=1. The yield is 0.900.